Task: Binary Classification. Given a drug SMILES string, predict its activity (active/inactive) in a high-throughput screening assay against a specified biological target.. Dataset: HIV replication inhibition screening data with 41,000+ compounds from the AIDS Antiviral Screen (1) The molecule is Cc1ccc([PH](Cc2ccc([N+](=O)[O-])cc2)(c2ccc(C)cc2)c2ccc(C)cc2)cc1. The result is 0 (inactive). (2) The molecule is O=C(C=Cc1ccsc1)c1ccc(Cl)cc1. The result is 0 (inactive). (3) The compound is C=CCc1c(O)nc2ccccc2c1O. The result is 0 (inactive). (4) The compound is COC(=O)C(=NNC(=O)c1ccccc1O)C(C#N)c1ccccc1. The result is 0 (inactive).